From a dataset of Full USPTO retrosynthesis dataset with 1.9M reactions from patents (1976-2016). Predict the reactants needed to synthesize the given product. (1) Given the product [ClH:39].[F:38][C:2]([F:1])([F:37])[C:3]1[C:12]([C:13]([O:15][CH2:16][CH3:17])=[O:14])=[CH:11][C:10]2[CH2:9][CH2:8][NH:7][CH2:6][C:5]=2[N:4]=1, predict the reactants needed to synthesize it. The reactants are: [F:1][C:2]([F:38])([F:37])[C:3]1[C:12]([C:13]([O:15][CH2:16][CH3:17])=[O:14])=[CH:11][C:10]2[CH2:9][CH2:8][N:7](C(C3C=CC=CC=3)(C3C=CC=CC=3)C3C=CC=CC=3)[CH2:6][C:5]=2[N:4]=1.[ClH:39]. (2) Given the product [NH2:19][C:15]1[N:14]=[C:13]([C:12]2[C:6]3[C:7](=[N:8][CH:9]=[C:4]([NH2:1])[CH:5]=3)[NH:10][CH:11]=2)[CH:18]=[CH:17][N:16]=1, predict the reactants needed to synthesize it. The reactants are: [N+:1]([C:4]1[CH:5]=[C:6]2[C:12]([C:13]3[CH:18]=[CH:17][N:16]=[C:15]([NH2:19])[N:14]=3)=[CH:11][NH:10][C:7]2=[N:8][CH:9]=1)([O-])=O.CO. (3) Given the product [CH3:21][O:20][C:18](=[O:19])[CH2:17][O:9][C:4]1[CH:5]=[CH:6][C:7]([CH3:8])=[C:2]([CH3:1])[CH:3]=1, predict the reactants needed to synthesize it. The reactants are: [CH3:1][C:2]1[CH:3]=[C:4]([OH:9])[CH:5]=[CH:6][C:7]=1[CH3:8].C(=O)([O-])[O-].[K+].[K+].Br[CH2:17][C:18]([O:20][CH3:21])=[O:19]. (4) The reactants are: [NH:1]1[CH2:6][CH2:5][NH:4][CH2:3][CH2:2]1.F[C:8]1[CH:9]=[C:10]([CH:13]=[CH:14][CH:15]=1)[C:11]#[N:12].O. Given the product [N:1]1([C:8]2[CH:9]=[C:10]([CH:13]=[CH:14][CH:15]=2)[C:11]#[N:12])[CH2:6][CH2:5][NH:4][CH2:3][CH2:2]1, predict the reactants needed to synthesize it. (5) Given the product [Br:4][C:5]1[CH:6]=[CH:7][C:8]([F:13])=[C:9]([CH:10]([OH:11])[CH3:1])[CH:12]=1, predict the reactants needed to synthesize it. The reactants are: [CH3:1][Mg]Br.[Br:4][C:5]1[CH:6]=[CH:7][C:8]([F:13])=[C:9]([CH:12]=1)[CH:10]=[O:11]. (6) Given the product [CH3:8][N:9]1[CH:13]=[C:12]([C:14]2[CH:15]=[C:16]([C:20]3([CH2:41][CH2:42][CH2:43][NH2:44])[CH2:25][CH2:24][N:23]([C:26]4[N:34]=[CH:33][N:32]=[C:31]5[C:27]=4[N:28]=[CH:29][NH:30]5)[CH2:22][CH2:21]3)[CH:17]=[CH:18][CH:19]=2)[CH:11]=[N:10]1, predict the reactants needed to synthesize it. The reactants are: C(O)(C(F)(F)F)=O.[CH3:8][N:9]1[CH:13]=[C:12]([C:14]2[CH:15]=[C:16]([C:20]3([CH2:41][CH2:42][CH2:43][NH2:44])[CH2:25][CH2:24][N:23]([C:26]4[N:34]=[CH:33][N:32]=[C:31]5[C:27]=4[N:28]=[CH:29][N:30]5C4CCCCO4)[CH2:22][CH2:21]3)[CH:17]=[CH:18][CH:19]=2)[CH:11]=[N:10]1.